Dataset: Full USPTO retrosynthesis dataset with 1.9M reactions from patents (1976-2016). Task: Predict the reactants needed to synthesize the given product. (1) Given the product [CH3:1][O:2][C:3](=[O:23])[CH:4]=[CH:5][C:6]1[CH:11]=[CH:10][C:9]([O:12][CH2:13][C:14]([OH:16])=[O:15])=[C:8]([O:21][CH3:22])[CH:7]=1, predict the reactants needed to synthesize it. The reactants are: [CH3:1][O:2][C:3](=[O:23])[CH:4]=[CH:5][C:6]1[CH:11]=[CH:10][C:9]([O:12][CH2:13][C:14]([O:16]C(C)(C)C)=[O:15])=[C:8]([O:21][CH3:22])[CH:7]=1. (2) Given the product [CH3:25][S:22]([O:1][CH2:2][CH2:3][C:4]1([NH:7][C:8]([O:9][C:10]([CH3:11])([CH3:13])[CH3:12])=[O:14])[CH2:5][CH2:6]1)(=[O:24])=[O:23], predict the reactants needed to synthesize it. The reactants are: [OH:1][CH2:2][CH2:3][C:4]1([NH:7][C:8](=[O:14])[O:9][C:10]([CH3:13])([CH3:12])[CH3:11])[CH2:6][CH2:5]1.C(N(CC)CC)C.[S:22](Cl)([CH3:25])(=[O:24])=[O:23]. (3) Given the product [CH2:1]=[CH:2][CH2:3][NH3+:4].[CH2:5]1[O:7][CH:6]1[CH2:8][Cl:9].[C:13]([O-:15])([OH:14])=[O:11].[C:13](=[O:7])([OH:15])[O-:14], predict the reactants needed to synthesize it. The reactants are: [CH2:1]=[CH:2][CH2:3][NH2:4].[CH2:5]1[O:7][CH:6]1[CH2:8][Cl:9].Cl.[OH-:11].[Na+].[C:13](=[O:15])=[O:14]. (4) Given the product [CH:4]1[CH:3]=[C:2]([OH:1])[CH:11]=[C:10]2[C:5]=1[CH:6]1[O:19][C:13]3[CH:14]=[CH:15][CH:16]=[CH:17][C:12]=3[CH:7]1[CH2:8][O:9]2, predict the reactants needed to synthesize it. The reactants are: [OH:1][C:2]1[CH:11]=[C:10]2[C:5]([C:6](=[O:19])[C:7]([C:12]3[CH:17]=[CH:16][CH:15]=[CH:14][C:13]=3O)=[CH:8][O:9]2)=[CH:4][CH:3]=1.[BH4-].[Na+].O.Cl. (5) Given the product [C:1]([O:5][C:6]([N:8]([CH3:59])[C@@H:9]([CH3:58])[C:10]([NH:12][C@H:13]([C:33](=[O:57])[N:34]1[C@H:43]([C:44](=[O:56])[NH:45][C@H:46]2[C:55]3[C:50](=[CH:51][CH:52]=[CH:53][CH:54]=3)[CH2:49][CH2:48][CH2:47]2)[CH2:42][C:41]2[C:36](=[CH:37][CH:38]=[CH:39][CH:40]=2)[CH2:35]1)[CH2:14][C:15]1[CH:16]=[CH:17][C:18]([O:19][CH2:20][C:21]2[CH:30]=[CH:29][C:24]([C:25]([OH:27])=[O:26])=[CH:23][CH:22]=2)=[CH:31][CH:32]=1)=[O:11])=[O:7])([CH3:3])([CH3:4])[CH3:2], predict the reactants needed to synthesize it. The reactants are: [C:1]([O:5][C:6]([N:8]([CH3:59])[C@@H:9]([CH3:58])[C:10]([NH:12][C@H:13]([C:33](=[O:57])[N:34]1[C@H:43]([C:44](=[O:56])[NH:45][C@H:46]2[C:55]3[C:50](=[CH:51][CH:52]=[CH:53][CH:54]=3)[CH2:49][CH2:48][CH2:47]2)[CH2:42][C:41]2[C:36](=[CH:37][CH:38]=[CH:39][CH:40]=2)[CH2:35]1)[CH2:14][C:15]1[CH:32]=[CH:31][C:18]([O:19][CH2:20][C:21]2[CH:30]=[CH:29][C:24]([C:25]([O:27]C)=[O:26])=[CH:23][CH:22]=2)=[CH:17][CH:16]=1)=[O:11])=[O:7])([CH3:4])([CH3:3])[CH3:2].[OH-].[Na+].CCOC(C)=O.Cl. (6) Given the product [Cl:53][C:39]1[C:40]([NH:42][C@@H:43]2[C@@H:48]3[CH2:49][C@@H:45]([CH:46]=[CH:47]3)[C@@H:44]2[C:50]([NH2:52])=[O:51])=[N:41][C:36]([NH:1][C:2]2[CH:3]=[CH:4][C:5]3[CH2:11][CH2:10][CH:9]([OH:12])[CH2:8][CH2:7][C:6]=3[CH:13]=2)=[N:37][CH:38]=1, predict the reactants needed to synthesize it. The reactants are: [NH2:1][C:2]1[CH:3]=[CH:4][C:5]2[CH2:11][CH2:10][CH:9]([OH:12])[CH2:8][CH2:7][C:6]=2[CH:13]=1.ClC1N=C(NC2C=CC=CC=2C2N(C)C=CN=2)C(Cl)=CN=1.Cl[C:36]1[N:41]=[C:40]([NH:42][C@@H:43]2[C@@H:48]3[CH2:49][C@@H:45]([CH:46]=[CH:47]3)[C@@H:44]2[C:50]([NH2:52])=[O:51])[C:39]([Cl:53])=[CH:38][N:37]=1.[N+](C1C=CC2CCC(=O)CCC=2C=1)([O-])=O. (7) Given the product [Cl:1][C:2]1[CH:7]=[CH:6][C:5]([C:8]2[C:16]3[C:11](=[CH:12][CH:13]=[CH:14][C:15]=3[S:17]([CH3:18])=[O:36])[N:10]3[CH2:19][CH2:20][CH2:21][CH:22]([CH2:23][C:24]([O:26][CH2:27][CH3:28])=[O:25])[C:9]=23)=[CH:4][CH:3]=1, predict the reactants needed to synthesize it. The reactants are: [Cl:1][C:2]1[CH:7]=[CH:6][C:5]([C:8]2[C:16]3[C:11](=[CH:12][CH:13]=[CH:14][C:15]=3[S:17][CH3:18])[N:10]3[CH2:19][CH2:20][CH2:21][CH:22]([CH2:23][C:24]([O:26][CH2:27][CH3:28])=[O:25])[C:9]=23)=[CH:4][CH:3]=1.C1C=C(C([O-])=[O:36])C(C(O[O-])=O)=CC=1.[Mg+2]. (8) Given the product [C:1]([N:4]([C:8]1[CH:13]=[C:12]([C:14]2[C:15]([C:23]3[CH:28]=[CH:27][CH:26]=[CH:25][CH:24]=3)=[N:16][N:17]3[CH2:22][CH2:21][CH2:20][N:19]([C:32](=[O:34])[CH3:33])[C:18]=23)[CH:11]=[CH:10][N:9]=1)[C:5](=[O:7])[CH3:6])(=[O:3])[CH3:2], predict the reactants needed to synthesize it. The reactants are: [C:1]([N:4]([C:8]1[CH:13]=[C:12]([C:14]2[C:15]([C:23]3[CH:28]=[CH:27][CH:26]=[CH:25][CH:24]=3)=[N:16][N:17]3[CH:22]=[CH:21][CH:20]=[N:19][C:18]=23)[CH:11]=[CH:10][N:9]=1)[C:5](=[O:7])[CH3:6])(=[O:3])[CH3:2].[BH4-].[Na+].O.[CH2:32]([OH:34])[CH3:33]. (9) Given the product [CH3:25][N:24]([CH3:27])[CH2:23][CH2:22][NH:26][C:18]([C:10]1[C:9]2[N:8]=[C:7]3[CH:21]=[C:3]([O:2][CH3:1])[CH:4]=[CH:5][C:6]3=[CH:15][C:14]=2[C:13](=[O:16])[N:12]([CH3:17])[CH:11]=1)=[O:20], predict the reactants needed to synthesize it. The reactants are: [CH3:1][O:2][C:3]1[CH:4]=[CH:5][C:6]2[C:7]([CH:21]=1)=[N:8][C:9]1[C:10]([C:18]([OH:20])=O)=[CH:11][N:12]([CH3:17])[C:13](=[O:16])[C:14]=1[CH:15]=2.[CH:22]1[N:26]=[CH:25][N:24]([C:27](N2C=NC=C2)=O)[CH:23]=1.